This data is from Peptide-MHC class II binding affinity with 134,281 pairs from IEDB. The task is: Regression. Given a peptide amino acid sequence and an MHC pseudo amino acid sequence, predict their binding affinity value. This is MHC class II binding data. (1) The peptide sequence is STWYGKPTGAGPKDN. The MHC is DRB3_0101 with pseudo-sequence DRB3_0101. The binding affinity (normalized) is 0.0476. (2) The peptide sequence is GPLDKEAIEERVERI. The MHC is DRB5_0101 with pseudo-sequence DRB5_0101. The binding affinity (normalized) is 0. (3) The peptide sequence is NLARTISEAGQAMAS. The MHC is DRB3_0202 with pseudo-sequence DRB3_0202. The binding affinity (normalized) is 0. (4) The peptide sequence is HFLLRGPFEASWAIK. The MHC is DRB1_1302 with pseudo-sequence DRB1_1302. The binding affinity (normalized) is 0.189. (5) The peptide sequence is AYVATVSEALRIIAG. The MHC is HLA-DPA10201-DPB10101 with pseudo-sequence HLA-DPA10201-DPB10101. The binding affinity (normalized) is 0.255.